Dataset: NCI-60 drug combinations with 297,098 pairs across 59 cell lines. Task: Regression. Given two drug SMILES strings and cell line genomic features, predict the synergy score measuring deviation from expected non-interaction effect. Drug 1: CC12CCC(CC1=CCC3C2CCC4(C3CC=C4C5=CN=CC=C5)C)O. Drug 2: CCC1(C2=C(COC1=O)C(=O)N3CC4=CC5=C(C=CC(=C5CN(C)C)O)N=C4C3=C2)O.Cl. Cell line: HS 578T. Synergy scores: CSS=7.14, Synergy_ZIP=0.811, Synergy_Bliss=7.55, Synergy_Loewe=-2.86, Synergy_HSA=4.69.